Task: Predict which catalyst facilitates the given reaction.. Dataset: Catalyst prediction with 721,799 reactions and 888 catalyst types from USPTO (1) Reactant: Cl.[NH2:2][C@H:3]1[CH2:9][CH2:8][CH2:7][CH2:6][N:5]([CH2:10][CH2:11][O:12][CH3:13])[C:4]1=[O:14].C(=O)([O-])[O-].[Cs+].[Cs+].Br[C:22]1[CH:26]=[C:25]([C:27]#[C:28][C:29]([CH3:32])([CH3:31])[CH3:30])[S:24][C:23]=1[C:33]([O:35][CH3:36])=[O:34].C1C=CC(P(C2C(C3C(P(C4C=CC=CC=4)C4C=CC=CC=4)=CC=C4C=3C=CC=C4)=C3C(C=CC=C3)=CC=2)C2C=CC=CC=2)=CC=1. Product: [CH3:30][C:29]([CH3:32])([CH3:31])[C:28]#[C:27][C:25]1[S:24][C:23]([C:33]([O:35][CH3:36])=[O:34])=[C:22]([NH:2][C@H:3]2[CH2:9][CH2:8][CH2:7][CH2:6][N:5]([CH2:10][CH2:11][O:12][CH3:13])[C:4]2=[O:14])[CH:26]=1. The catalyst class is: 231. (2) Reactant: Cl[C:2]1[N:7]=[C:6]([C:8]([O:10][CH3:11])=[O:9])[C:5]([CH3:12])=[N:4][C:3]=1[CH2:13][CH2:14][CH3:15].C(N(CC)CC)C. Product: [CH3:12][C:5]1[C:6]([C:8]([O:10][CH3:11])=[O:9])=[N:7][CH:2]=[C:3]([CH2:13][CH2:14][CH3:15])[N:4]=1. The catalyst class is: 312.